This data is from Catalyst prediction with 721,799 reactions and 888 catalyst types from USPTO. The task is: Predict which catalyst facilitates the given reaction. (1) Reactant: [Cl:1][C:2]1[C:7](=[O:8])[NH:6][CH:5]=[C:4]([C:9]([O:11][CH3:12])=[O:10])[CH:3]=1.[H-].[Na+].FC(F)(F)S(O[CH2:21][CH2:22][O:23][C:24]([F:27])([F:26])[F:25])(=O)=O. Product: [Cl:1][C:2]1[CH:3]=[C:4]([C:9]([O:11][CH3:12])=[O:10])[CH:5]=[N:6][C:7]=1[O:8][CH2:21][CH2:22][O:23][C:24]([F:27])([F:26])[F:25]. The catalyst class is: 39. (2) The catalyst class is: 3. Reactant: F[C:2]1[CH:9]=[CH:8][C:5]([C:6]#[N:7])=[CH:4][CH:3]=1.[NH:10]1[CH2:15][CH2:14][CH2:13][CH2:12][CH:11]1[CH2:16][OH:17].C([O-])(O)=O.[Na+].O. Product: [OH:17][CH2:16][CH:11]1[CH2:12][CH2:13][CH2:14][CH2:15][N:10]1[C:2]1[CH:9]=[CH:8][C:5]([C:6]#[N:7])=[CH:4][CH:3]=1. (3) The catalyst class is: 1. Product: [Cl:28][C:25]([N:2]([CH3:1])[CH:3]1[CH2:4][CH2:5][N:6]([C:9]([O:11][C:12]([CH3:14])([CH3:13])[CH3:15])=[O:10])[CH2:7][CH2:8]1)=[O:26]. Reactant: [CH3:1][NH:2][CH:3]1[CH2:8][CH2:7][N:6]([C:9]([O:11][C:12]([CH3:15])([CH3:14])[CH3:13])=[O:10])[CH2:5][CH2:4]1.CCN(C(C)C)C(C)C.[C:25]([Cl:28])(Cl)=[O:26].